The task is: Predict the reactants needed to synthesize the given product.. This data is from Full USPTO retrosynthesis dataset with 1.9M reactions from patents (1976-2016). (1) The reactants are: [Br:1][C:2]1[CH:10]=[CH:9][C:8]([CH3:11])=[CH:7][C:3]=1[C:4](O)=[O:5].Cl.[CH3:13][NH:14][O:15][CH3:16].C(Cl)CCl.C1C=CC2N(O)N=NC=2C=1. Given the product [Br:1][C:2]1[CH:10]=[CH:9][C:8]([CH3:11])=[CH:7][C:3]=1[C:4]([N:14]([O:15][CH3:16])[CH3:13])=[O:5], predict the reactants needed to synthesize it. (2) Given the product [N:19]1([CH2:1][C:3]2[CH:8]=[CH:7][C:6]([C:9]#[C:10][C:11]3[CH:18]=[CH:17][C:14]([C:15]#[N:16])=[CH:13][CH:12]=3)=[CH:5][CH:4]=2)[CH2:24][CH2:23][O:22][CH2:21][CH2:20]1, predict the reactants needed to synthesize it. The reactants are: [CH:1]([C:3]1[CH:8]=[CH:7][C:6]([C:9]#[C:10][C:11]2[CH:18]=[CH:17][C:14]([C:15]#[N:16])=[CH:13][CH:12]=2)=[CH:5][CH:4]=1)=O.[NH:19]1[CH2:24][CH2:23][O:22][CH2:21][CH2:20]1.C(O[BH-](OC(=O)C)OC(=O)C)(=O)C.[Na+]. (3) Given the product [CH2:20]([C:8]1[CH:7]=[CH:6][C:5]([Cl:44])=[C:4]([C:10]2[CH:15]=[CH:14][CH:13]=[CH:12][C:11]=2[Cl:16])[C:3]=1[OH:2])[CH:21]=[CH2:22], predict the reactants needed to synthesize it. The reactants are: C[O:2][C:3]1[C:4]([C:10]2[CH:15]=[CH:14][CH:13]=[CH:12][C:11]=2[Cl:16])=[C:5](F)[CH:6]=[CH:7][CH:8]=1.Br.[H-].[Na+].[CH2:20](Br)[CH:21]=[CH2:22].C(OCC=C)C=C.C(C1C(C(F)(F)F)=CC=C([Cl:44])C=1O)C=C. (4) Given the product [C:27]([O:26][C:24](=[O:25])[NH:31][CH2:22][CH2:23][CH2:21][NH:20][CH:19]([C:9]1[C:8]([CH2:1][C:2]2[CH:7]=[CH:6][CH:5]=[CH:4][CH:3]=2)=[N:17][C:16]2[C:11](=[CH:12][C:13]([Cl:18])=[CH:14][CH:15]=2)[N:10]=1)[CH:37]1[CH2:36][CH2:42]1)([CH3:28])([CH3:29])[CH3:30], predict the reactants needed to synthesize it. The reactants are: [CH2:1]([C:8]1[C:9]([CH2:19][NH:20][CH:21]2[CH2:23][CH2:22]2)=[N:10][C:11]2[C:16]([N:17]=1)=[CH:15][CH:14]=[C:13]([Cl:18])[CH:12]=2)[C:2]1[CH:7]=[CH:6][CH:5]=[CH:4][CH:3]=1.[C:24]([NH:31]C(C)C=O)([O:26][C:27]([CH3:30])([CH3:29])[CH3:28])=[O:25].[CH3:36][C:37](O)=O.[BH-](OC(C)=O)(OC(C)=O)O[C:42](C)=O.[Na+]. (5) Given the product [F:10][C@H:11]1[C@@H:16]([O:17][C:18]2[CH:25]=[CH:24][C:23]([C:26]3[N:31]=[C:30]([NH:32][C:33]4[CH:38]=[CH:37][C:36]([N:39]5[CH2:40][CH2:41][N:42]([CH:45]6[CH2:48][O:47][CH2:46]6)[CH2:43][CH2:44]5)=[CH:35][CH:34]=4)[N:29]=[CH:28][N:27]=3)=[CH:22][C:19]=2[C:20]#[N:21])[CH2:15][CH2:14][N:13]([C:7]([C:5]2[N:4]=[N:3][N:2]([CH3:1])[CH:6]=2)=[O:9])[CH2:12]1, predict the reactants needed to synthesize it. The reactants are: [CH3:1][N:2]1[CH:6]=[C:5]([C:7]([OH:9])=O)[N:4]=[N:3]1.[F:10][C@H:11]1[C@@H:16]([O:17][C:18]2[CH:25]=[CH:24][C:23]([C:26]3[N:31]=[C:30]([NH:32][C:33]4[CH:38]=[CH:37][C:36]([N:39]5[CH2:44][CH2:43][N:42]([CH:45]6[CH2:48][O:47][CH2:46]6)[CH2:41][CH2:40]5)=[CH:35][CH:34]=4)[N:29]=[CH:28][N:27]=3)=[CH:22][C:19]=2[C:20]#[N:21])[CH2:15][CH2:14][NH:13][CH2:12]1.